From a dataset of Forward reaction prediction with 1.9M reactions from USPTO patents (1976-2016). Predict the product of the given reaction. (1) Given the reactants CC(C)([Si](C)(C)[O:5][CH2:6][CH2:7][C:8]([C:20]1[S:21][C:22]([C:25]2[CH:30]=[CH:29][CH:28]=[C:27]([NH:31][C:32]3[N:37]=[C:36]([C:38]([F:41])([F:40])[F:39])[CH:35]=[CH:34][N:33]=3)[CH:26]=2)=[CH:23][N:24]=1)([OH:19])[CH2:9][CH2:10][O:11][Si](C)(C)C(C)(C)C)C.CCCC[N+](CCCC)(CCCC)CCCC.[F-], predict the reaction product. The product is: [F:41][C:38]([F:39])([F:40])[C:36]1[CH:35]=[CH:34][N:33]=[C:32]([NH:31][C:27]2[CH:26]=[C:25]([C:22]3[S:21][C:20]([C:8]([OH:19])([CH2:9][CH2:10][OH:11])[CH2:7][CH2:6][OH:5])=[N:24][CH:23]=3)[CH:30]=[CH:29][CH:28]=2)[N:37]=1. (2) Given the reactants [CH3:1][O:2][C:3]([C:5]1[CH:10]=[CH:9][C:8]([OH:11])=[CH:7][N:6]=1)=[O:4].C(=O)([O-])[O-].[K+].[K+].[F:18][C:19]([F:33])([C:29]([F:32])([F:31])[F:30])[CH2:20]OS(C(F)(F)F)(=O)=O, predict the reaction product. The product is: [CH3:1][O:2][C:3]([C:5]1[CH:10]=[CH:9][C:8]([O:11][CH2:20][C:19]([F:33])([F:18])[C:29]([F:32])([F:31])[F:30])=[CH:7][N:6]=1)=[O:4]. (3) Given the reactants Br[C:2]1[N:10]=[CH:9][N:8]=[C:7]2[C:3]=1[N:4]=[CH:5][NH:6]2.[Cl:11][C:12]1[C:17]([CH3:18])=[C:16]([N:19]2[CH:23]=[N:22][N:21]=[CH:20]2)[C:15]([C:24]2[CH:29]=[CH:28][CH:27]=[C:26]([F:30])[CH:25]=2)=[C:14]([CH:31]([NH2:33])[CH3:32])[CH:13]=1.C(N(CC)C(C)C)(C)C, predict the reaction product. The product is: [Cl:11][C:12]1[C:17]([CH3:18])=[C:16]([N:19]2[CH:20]=[N:21][N:22]=[CH:23]2)[C:15]([C:24]2[CH:29]=[CH:28][CH:27]=[C:26]([F:30])[CH:25]=2)=[C:14]([CH:31]([NH:33][C:2]2[N:10]=[CH:9][N:8]=[C:7]3[C:3]=2[N:4]=[CH:5][NH:6]3)[CH3:32])[CH:13]=1. (4) Given the reactants F[C:2]1[CH:3]=[C:4]([C:12]2[S:16][C:15]([NH:17][C:18](=[O:20])[CH3:19])=[N:14][C:13]=2[CH3:21])[CH:5]=[CH:6][C:7]=1[S:8]([CH3:11])(=[O:10])=[O:9].[CH3:22][N:23]1[CH2:28][CH2:27][NH:26][CH2:25][CH2:24]1, predict the reaction product. The product is: [CH3:11][S:8]([C:7]1[CH:6]=[CH:5][C:4]([C:12]2[S:16][C:15]([NH:17][C:18](=[O:20])[CH3:19])=[N:14][C:13]=2[CH3:21])=[CH:3][C:2]=1[N:26]1[CH2:27][CH2:28][N:23]([CH3:22])[CH2:24][CH2:25]1)(=[O:10])=[O:9]. (5) Given the reactants [CH3:1][O:2][C:3]1[CH:8]=[CH:7][C:6]([C:9]2([C:15]3[CH:20]=[CH:19][C:18]([O:21][CH3:22])=[CH:17][CH:16]=3)[CH2:14][CH2:13][CH2:12][NH:11][CH2:10]2)=[CH:5][CH:4]=1.[CH:23]([C:25]1[CH:26]=[C:27]([CH:32]=[CH:33][CH:34]=1)[C:28]([O:30][CH3:31])=[O:29])=O.[BH-](OC(C)=O)(OC(C)=O)OC(C)=O.[Na+].[O-]S([O-])(=O)=O.[Mg+2], predict the reaction product. The product is: [CH3:31][O:30][C:28](=[O:29])[C:27]1[CH:32]=[CH:33][CH:34]=[C:25]([CH2:23][N:11]2[CH2:12][CH2:13][CH2:14][C:9]([C:15]3[CH:16]=[CH:17][C:18]([O:21][CH3:22])=[CH:19][CH:20]=3)([C:6]3[CH:5]=[CH:4][C:3]([O:2][CH3:1])=[CH:8][CH:7]=3)[CH2:10]2)[CH:26]=1. (6) Given the reactants C[O:2][C:3]1[CH:4]=[C:5]2[C:10](=[CH:11][CH:12]=1)[N:9]=[C:8]([C:13]1[CH:14]=[N:15][CH:16]=[CH:17][CH:18]=1)[N:7]=[C:6]2[NH:19][C:20]1[CH:28]=[CH:27][CH:26]=[CH:25][C:21]=1[C:22]([NH2:24])=[O:23].B(Br)(Br)Br.C([O-])(O)=O.[Na+], predict the reaction product. The product is: [OH:2][C:3]1[CH:4]=[C:5]2[C:10](=[CH:11][CH:12]=1)[N:9]=[C:8]([C:13]1[CH:14]=[N:15][CH:16]=[CH:17][CH:18]=1)[N:7]=[C:6]2[NH:19][C:20]1[CH:28]=[CH:27][CH:26]=[CH:25][C:21]=1[C:22]([NH2:24])=[O:23].